From a dataset of Forward reaction prediction with 1.9M reactions from USPTO patents (1976-2016). Predict the product of the given reaction. (1) Given the reactants COC1C=CC(P2(=S)SP(=S)(C3C=CC(OC)=CC=3)[S:10]2)=CC=1.[CH3:23][C:24]1[N:28]([CH2:29][C:30]([N:32]2[CH2:37][CH2:36][CH:35]([C:38]3[S:39][CH:40]=[C:41]([CH2:43][S:44][C:45]4[N:49]([C:50]5[CH:55]=[CH:54][CH:53]=[CH:52][CH:51]=5)[N:48]=[N:47][N:46]=4)[N:42]=3)[CH2:34][CH2:33]2)=O)[N:27]=[C:26]([C:56]([F:59])([F:58])[F:57])[CH:25]=1, predict the reaction product. The product is: [CH3:23][C:24]1[N:28]([CH2:29][C:30]([N:32]2[CH2:37][CH2:36][CH:35]([C:38]3[S:39][CH:40]=[C:41]([CH2:43][S:44][C:45]4[N:49]([C:50]5[CH:55]=[CH:54][CH:53]=[CH:52][CH:51]=5)[N:48]=[N:47][N:46]=4)[N:42]=3)[CH2:34][CH2:33]2)=[S:10])[N:27]=[C:26]([C:56]([F:59])([F:58])[F:57])[CH:25]=1. (2) The product is: [CH3:13][C:8]1[CH:7]=[C:6]([CH:11]=[CH:10][C:9]=1[CH3:12])[O:5][CH2:4][CH2:3][CH2:2][N:28]1[CH2:29][CH2:30][CH:25]([C:21]2[CH:20]=[C:19]([NH:18][C:16](=[O:17])[CH:15]([CH3:14])[CH3:31])[CH:24]=[CH:23][CH:22]=2)[CH2:26][CH2:27]1. Given the reactants Cl[CH2:2][CH2:3][CH2:4][O:5][C:6]1[CH:11]=[CH:10][C:9]([CH3:12])=[C:8]([CH3:13])[CH:7]=1.[CH3:14][CH:15]([CH3:31])[C:16]([NH:18][C:19]1[CH:24]=[CH:23][CH:22]=[C:21]([CH:25]2[CH2:30][CH2:29][NH:28][CH2:27][CH2:26]2)[CH:20]=1)=[O:17], predict the reaction product. (3) Given the reactants [NH2:1][C:2]1[NH:3][C:4](=[O:12])[C:5]2[C:10]([CH:11]=1)=[CH:9][CH:8]=[CH:7][CH:6]=2.Cl.[CH3:14][N:15]([CH3:20])[CH2:16][C:17](O)=[O:18].N1C=CC=CC=1.[Cl-].ClC1N(C)CC[NH+]1C, predict the reaction product. The product is: [NH2:1][C:2]1[NH:3][C:4](=[O:12])[C:5]2[C:10]([C:11]=1[C:17](=[O:18])[CH2:16][N:15]([CH3:20])[CH3:14])=[CH:9][CH:8]=[CH:7][CH:6]=2. (4) Given the reactants [CH:1]([N:4]([CH2:8][CH2:9][CH:10]([C:17]1[CH:22]=[C:21]([CH3:23])[CH:20]=[CH:19][C:18]=1[O:24]C)[C:11]1[CH:16]=[CH:15][CH:14]=[CH:13][CH:12]=1)[CH:5]([CH3:7])[CH3:6])([CH3:3])[CH3:2].[BrH:26], predict the reaction product. The product is: [BrH:26].[CH:1]([N:4]([CH2:8][CH2:9][CH:10]([C:17]1[CH:22]=[C:21]([CH3:23])[CH:20]=[CH:19][C:18]=1[OH:24])[C:11]1[CH:12]=[CH:13][CH:14]=[CH:15][CH:16]=1)[CH:5]([CH3:7])[CH3:6])([CH3:2])[CH3:3]. (5) Given the reactants [NH2:1][C:2]1[N:7]=[C:6](O)[CH:5]=[C:4]([C:9]2[CH:14]=[CH:13][N:12]=[CH:11][CH:10]=2)[N:3]=1.O=P(Cl)(Cl)[Cl:17], predict the reaction product. The product is: [NH2:1][C:2]1[N:7]=[C:6]([Cl:17])[CH:5]=[C:4]([C:9]2[CH:14]=[CH:13][N:12]=[CH:11][CH:10]=2)[N:3]=1.